This data is from Full USPTO retrosynthesis dataset with 1.9M reactions from patents (1976-2016). The task is: Predict the reactants needed to synthesize the given product. (1) Given the product [CH3:97][CH:96]([NH:98][CH2:99][CH:100]([OH:113])[CH2:101][O:102][C:103]1[CH:104]=[CH:105][C:92]([CH2:87][CH2:88][C:89]([O:91][CH3:1])=[O:90])=[CH:107][CH:108]=1)[CH3:95], predict the reactants needed to synthesize it. The reactants are: [CH:1]1C=CC(SC[C@H]2O[C@@H](N3C4=NC=NC(N[C@H]5[C@H](O)CCC5)=C4N=C3)[C@H](O)[C@@H]2O)=C(F)C=1.CNC1(C2C=CC=CC=2Cl)C(=O)CCCC1.CC1C=CC=C(C)C=1NC1SCCCN=1.CC(C1C=CC2SC3C=CC=CC=3N(CCCN(C)C)C=2C=1)=O.[CH:87](/[C:92](O)=O)=[CH:88]/[C:89]([OH:91])=[O:90].[CH3:95][CH:96]([NH:98][CH2:99][CH:100]([OH:113])[CH2:101][O:102][C:103]1[CH:104]=[CH:105]C(CCOC)=[CH:107][CH:108]=1)[CH3:97].CC(NCC(O)COC1C=CC=C2C=CC=CC=12)C. (2) Given the product [Cl:1][C:2]1[CH:3]=[C:4]([CH:27]=[CH:28][C:29]=1[F:30])[CH2:5][N:6]1[C:15](=[O:31])[C:14]2[C:9](=[CH:10][C:11]3[NH:18][N:17]=[C:16]([C:19]4[CH:24]=[CH:23][N:22]=[C:21]([CH3:25])[CH:20]=4)[C:12]=3[CH:13]=2)[NH:8][C:7]1=[O:26], predict the reactants needed to synthesize it. The reactants are: [Cl:1][C:2]1[CH:3]=[C:4]([CH:27]=[CH:28][C:29]=1[F:30])[CH2:5][N:6]1[CH2:15][C:14]2[C:9](=[CH:10][C:11]3[NH:18][N:17]=[C:16]([C:19]4[CH:24]=[CH:23][N:22]=[C:21]([CH3:25])[CH:20]=4)[C:12]=3[CH:13]=2)[NH:8][C:7]1=[O:26].[O-:31][Mn](=O)(=O)=O.[K+]. (3) The reactants are: [C:1]1([S:7]([N:10]2[C:18]3[C:13](=[CH:14][C:15]([OH:19])=[CH:16][CH:17]=3)[CH:12]=[CH:11]2)(=[O:9])=[O:8])[CH:6]=[CH:5][CH:4]=[CH:3][CH:2]=1.[CH2:20]=[O:21].[OH-].[K+].Cl. Given the product [OH:21][CH2:20][C:14]1[C:15]([OH:19])=[CH:16][CH:17]=[C:18]2[C:13]=1[CH:12]=[CH:11][N:10]2[S:7]([C:1]1[CH:2]=[CH:3][CH:4]=[CH:5][CH:6]=1)(=[O:8])=[O:9], predict the reactants needed to synthesize it. (4) Given the product [ClH:1].[Cl:1][C:2]1[CH:7]=[CH:6][CH:5]=[CH:4][C:3]=1[N:8]1[CH:12]([C:13]2[CH:14]=[CH:15][C:16]([N:19]3[CH2:24][CH2:23][NH:22][CH2:21][CH2:20]3)=[CH:17][CH:18]=2)[CH2:11][C:10]([C:32]([C:34]([F:36])([F:35])[F:37])([C:38]([F:41])([F:40])[F:39])[OH:33])=[N:9]1, predict the reactants needed to synthesize it. The reactants are: [Cl:1][C:2]1[CH:7]=[CH:6][CH:5]=[CH:4][C:3]=1[N:8]1[CH:12]([C:13]2[CH:18]=[CH:17][C:16]([N:19]3[CH2:24][CH2:23][N:22](C(OC(C)(C)C)=O)[CH2:21][CH2:20]3)=[CH:15][CH:14]=2)[CH2:11][C:10]([C:32]([C:38]([F:41])([F:40])[F:39])([C:34]([F:37])([F:36])[F:35])[OH:33])=[N:9]1.Cl. (5) The reactants are: [Cl:1][C:2]1[CH:7]=[CH:6][C:5]([O:8][CH3:9])=[CH:4][C:3]=1[CH3:10].C1C(=O)N([Br:18])C(=O)C1.C(OOC(=O)C1C=CC=CC=1)(=O)C1C=CC=CC=1. Given the product [Br:18][CH2:10][C:3]1[CH:4]=[C:5]([O:8][CH3:9])[CH:6]=[CH:7][C:2]=1[Cl:1], predict the reactants needed to synthesize it. (6) Given the product [C:33]([O:36][CH2:32][S:30][C:27]1[CH:28]=[CH:29][C:24]([C:9]2[N:8]([C:5]3[CH:6]=[CH:7][C:2]([Cl:1])=[CH:3][CH:4]=3)[C:13](=[O:14])[C:12]3[CH:15]=[N:16][N:17]([C:18]4[CH:23]=[CH:22][CH:21]=[CH:20][CH:19]=4)[C:11]=3[N:10]=2)=[CH:25][CH:26]=1)(=[O:35])[CH3:34], predict the reactants needed to synthesize it. The reactants are: [Cl:1][C:2]1[CH:7]=[CH:6][C:5]([N:8]2[C:13](=[O:14])[C:12]3[CH:15]=[N:16][N:17]([C:18]4[CH:23]=[CH:22][CH:21]=[CH:20][CH:19]=4)[C:11]=3[N:10]=[C:9]2[C:24]2[CH:29]=[CH:28][C:27]([S:30]([CH3:32])=O)=[CH:26][CH:25]=2)=[CH:4][CH:3]=1.[C:33]([O:36]C(=O)C)(=[O:35])[CH3:34]. (7) Given the product [CH:1]([N:4]1[CH2:9][CH2:8][CH:7]([NH:10][C:11]([C:13]2[C:21]3[C:16](=[CH:17][CH:18]=[CH:19][C:20]=3[C:22](=[NH:23])[NH:36][OH:37])[N:15]([CH2:24][C:25]3[CH:29]=[C:28]([C:30]4[S:31][C:32]([Cl:38])=[CH:33][CH:34]=4)[O:27][N:26]=3)[N:14]=2)=[O:12])[CH2:6][CH2:5]1)([CH3:3])[CH3:2], predict the reactants needed to synthesize it. The reactants are: [CH:1]([N:4]1[CH2:9][CH2:8][CH:7]([NH:10][C:11]([C:13]2[C:21]3[C:16](=[CH:17][CH:18]=[CH:19][C:20]=3[C:22]#[N:23])[N:15]([CH2:24][C:25]3[CH:29]=[C:28]([C:30]4[S:31][C:32](Cl)=[CH:33][CH:34]=4)[O:27][N:26]=3)[N:14]=2)=[O:12])[CH2:6][CH2:5]1)([CH3:3])[CH3:2].[NH2:36][OH:37].[ClH:38].CC([O-])(C)C.[K+]. (8) The reactants are: [Li+].[OH-].C([O:5][C:6]([C:8]1[N:9]=[C:10]([C:20]2[CH:25]=[CH:24][C:23]([Cl:26])=[CH:22][C:21]=2[Cl:27])[N:11]([C:13]2[CH:18]=[CH:17][C:16]([Cl:19])=[CH:15][CH:14]=2)[CH:12]=1)=[O:7])C. Given the product [Cl:19][C:16]1[CH:15]=[CH:14][C:13]([N:11]2[CH:12]=[C:8]([C:6]([OH:7])=[O:5])[N:9]=[C:10]2[C:20]2[CH:25]=[CH:24][C:23]([Cl:26])=[CH:22][C:21]=2[Cl:27])=[CH:18][CH:17]=1, predict the reactants needed to synthesize it.